From a dataset of Full USPTO retrosynthesis dataset with 1.9M reactions from patents (1976-2016). Predict the reactants needed to synthesize the given product. (1) Given the product [C:20]([O:19][C:17]([N:15]1[CH2:14][CH2:13][CH2:12][N:11]2[C:7]([C:1]3[CH:6]=[CH:5][CH:4]=[CH:3][CH:2]=3)=[N:8][C:9]([C:24]([OH:26])=[O:25])=[C:10]2[CH2:16]1)=[O:18])([CH3:23])([CH3:21])[CH3:22], predict the reactants needed to synthesize it. The reactants are: [C:1]1([C:7]2[N:11]3[CH2:12][CH2:13][CH2:14][N:15]([C:17]([O:19][C:20]([CH3:23])([CH3:22])[CH3:21])=[O:18])[CH2:16][C:10]3=[C:9]([C:24]([O:26]CC)=[O:25])[N:8]=2)[CH:6]=[CH:5][CH:4]=[CH:3][CH:2]=1.O.[OH-].[Li+]. (2) Given the product [N:25]1([C:28]([NH:1][C:2]2[N:7]=[CH:6][C:5]([O:8][C:9]3[CH:10]=[C:11]([NH:15][C:16](=[O:22])[O:17][C:18]([CH3:19])([CH3:21])[CH3:20])[CH:12]=[CH:13][CH:14]=3)=[CH:4][CH:3]=2)=[O:36])[CH2:26][CH2:27][CH2:23][CH2:24]1, predict the reactants needed to synthesize it. The reactants are: [NH2:1][C:2]1[N:7]=[CH:6][C:5]([O:8][C:9]2[CH:10]=[C:11]([NH:15][C:16](=[O:22])[O:17][C:18]([CH3:21])([CH3:20])[CH3:19])[CH:12]=[CH:13][CH:14]=2)=[CH:4][CH:3]=1.[CH3:23][CH2:24][N:25]([CH2:28]C)[CH2:26][CH3:27].C1([O:36]C(Cl)=O)C=CC=CC=1.N1CCCC1. (3) Given the product [Cl:1][CH2:2][CH2:3][CH2:4][C:5]1[C:14]2[C:13](=[CH:12][CH:11]=[C:10]([F:9])[CH:15]=2)[NH:16][CH:6]=1, predict the reactants needed to synthesize it. The reactants are: [Cl:1][CH2:2][CH2:3][CH2:4][CH2:5][CH:6]=O.Cl.[F:9][C:10]1[CH:15]=[CH:14][C:13]([NH:16]N)=[CH:12][CH:11]=1.C1(C)C=CC=CC=1.P(=O)(O)(O)O. (4) Given the product [Br:3][C:4]1[CH:9]=[CH:8][N:7]([CH3:11])[C:6](=[O:10])[CH:5]=1, predict the reactants needed to synthesize it. The reactants are: [H-].[Na+].[Br:3][C:4]1[CH:9]=[CH:8][N:7]=[C:6]([OH:10])[CH:5]=1.[CH3:11]I. (5) Given the product [C:1]([C:5]1[CH:10]=[CH:9][C:8]([N:11]2[CH2:12][C:13]3[C:18](=[C:17]([NH:29][CH2:30][C:31]4[CH:36]=[CH:35][N:34]=[C:33]([NH:37][CH3:38])[N:32]=4)[CH:16]=[CH:15][CH:14]=3)[C:19]2=[O:20])=[CH:7][CH:6]=1)([CH3:4])([CH3:3])[CH3:2], predict the reactants needed to synthesize it. The reactants are: [C:1]([C:5]1[CH:10]=[CH:9][C:8]([N:11]2[C:19](=[O:20])[C:18]3[C:13](=[CH:14][CH:15]=[CH:16][C:17]=3OS(C(F)(F)F)(=O)=O)[CH2:12]2)=[CH:7][CH:6]=1)([CH3:4])([CH3:3])[CH3:2].[NH2:29][CH2:30][C:31]1[CH:36]=[CH:35][N:34]=[C:33]([NH:37][CH3:38])[N:32]=1.